From a dataset of NCI-60 drug combinations with 297,098 pairs across 59 cell lines. Regression. Given two drug SMILES strings and cell line genomic features, predict the synergy score measuring deviation from expected non-interaction effect. (1) Drug 1: C1C(C(OC1N2C=C(C(=O)NC2=O)F)CO)O. Drug 2: CC1C(C(CC(O1)OC2CC(CC3=C2C(=C4C(=C3O)C(=O)C5=CC=CC=C5C4=O)O)(C(=O)C)O)N)O. Cell line: UO-31. Synergy scores: CSS=54.5, Synergy_ZIP=-5.49, Synergy_Bliss=-6.81, Synergy_Loewe=-6.17, Synergy_HSA=-2.27. (2) Drug 1: C1=C(C(=O)NC(=O)N1)F. Drug 2: C1CC(=O)NC(=O)C1N2C(=O)C3=CC=CC=C3C2=O. Cell line: NCI/ADR-RES. Synergy scores: CSS=28.4, Synergy_ZIP=-12.2, Synergy_Bliss=-6.65, Synergy_Loewe=-10.1, Synergy_HSA=-7.72.